From a dataset of Forward reaction prediction with 1.9M reactions from USPTO patents (1976-2016). Predict the product of the given reaction. (1) The product is: [C:1]([O:5][C:6](=[O:18])[NH:7][C:8]1[CH:13]=[CH:12][C:11]([C:24]2[CH:23]=[CH:22][CH:21]=[C:20]([F:19])[C:25]=2[F:26])=[CH:10][C:9]=1[N+:15]([O-:17])=[O:16])([CH3:4])([CH3:3])[CH3:2]. Given the reactants [C:1]([O:5][C:6](=[O:18])[NH:7][C:8]1[CH:13]=[CH:12][C:11](I)=[CH:10][C:9]=1[N+:15]([O-:17])=[O:16])([CH3:4])([CH3:3])[CH3:2].[F:19][C:20]1[C:25]([F:26])=[CH:24][CH:23]=[CH:22][C:21]=1B(O)O, predict the reaction product. (2) Given the reactants [CH:1]([C:4]1[CH:9]=[CH:8][C:7]([NH:10][C:11]([C:13]2[CH:18]=[CH:17][CH:16]=[C:15]([N:19]3[CH2:30][CH2:29][C:22]4[N:23]=[C:24]([S:27][CH3:28])[N:25]=[CH:26][C:21]=4[CH2:20]3)[N:14]=2)=[O:12])=[CH:6][CH:5]=1)([CH3:3])[CH3:2].[OH:31]OS([O-])=O.[K+], predict the reaction product. The product is: [CH:1]([C:4]1[CH:5]=[CH:6][C:7]([NH:10][C:11]([C:13]2[CH:18]=[CH:17][CH:16]=[C:15]([N:19]3[CH2:30][CH2:29][C:22]4[N:23]=[C:24]([S:27]([CH3:28])=[O:31])[N:25]=[CH:26][C:21]=4[CH2:20]3)[N:14]=2)=[O:12])=[CH:8][CH:9]=1)([CH3:3])[CH3:2]. (3) Given the reactants [CH3:13][C:12]([O:11][C:9](O[C:9]([O:11][C:12]([CH3:15])([CH3:14])[CH3:13])=[O:10])=[O:10])([CH3:15])[CH3:14].[NH2:16][C:17]1[C:18]([Cl:26])=[C:19]([CH:22]=[CH:23][C:24]=1[Cl:25])[CH2:20][NH2:21].[OH-].[Na+], predict the reaction product. The product is: [C:12]([O:11][C:9](=[O:10])[NH:21][CH2:20][C:19]1[CH:22]=[CH:23][C:24]([Cl:25])=[C:17]([NH2:16])[C:18]=1[Cl:26])([CH3:13])([CH3:14])[CH3:15]. (4) Given the reactants [C:1]([N:4]1[CH2:9][CH2:8][CH:7]([C:10]([N:12]2[CH2:17][CH2:16][N:15]([C:18]3[C:19]([C:29](=O)[CH3:30])=[CH:20][C:21]([Cl:28])=[C:22]4[C:27]=3[N:26]=[CH:25][CH:24]=[CH:23]4)[CH2:14][CH2:13]2)=[O:11])[CH2:6][CH2:5]1)(=[O:3])[CH3:2].C([O-])(=O)C.[NH4+].C([BH3-])#[N:38].[Na+].O1CCCC1, predict the reaction product. The product is: [C:1]([N:4]1[CH2:5][CH2:6][CH:7]([C:10]([N:12]2[CH2:17][CH2:16][N:15]([C:18]3[C:19]([CH:29]([NH2:38])[CH3:30])=[CH:20][C:21]([Cl:28])=[C:22]4[C:27]=3[N:26]=[CH:25][CH:24]=[CH:23]4)[CH2:14][CH2:13]2)=[O:11])[CH2:8][CH2:9]1)(=[O:3])[CH3:2].